Regression. Given two drug SMILES strings and cell line genomic features, predict the synergy score measuring deviation from expected non-interaction effect. From a dataset of NCI-60 drug combinations with 297,098 pairs across 59 cell lines. (1) Drug 1: C1=CC(=CC=C1C#N)C(C2=CC=C(C=C2)C#N)N3C=NC=N3. Drug 2: C1C(C(OC1N2C=NC3=C2NC=NCC3O)CO)O. Cell line: NCI/ADR-RES. Synergy scores: CSS=-3.54, Synergy_ZIP=0.125, Synergy_Bliss=-1.75, Synergy_Loewe=-4.80, Synergy_HSA=-4.41. (2) Drug 1: CC1=C(C=C(C=C1)NC(=O)C2=CC=C(C=C2)CN3CCN(CC3)C)NC4=NC=CC(=N4)C5=CN=CC=C5. Drug 2: C1CNP(=O)(OC1)N(CCCl)CCCl. Cell line: TK-10. Synergy scores: CSS=-8.05, Synergy_ZIP=2.25, Synergy_Bliss=-4.20, Synergy_Loewe=-8.61, Synergy_HSA=-9.56. (3) Drug 1: CCCCC(=O)OCC(=O)C1(CC(C2=C(C1)C(=C3C(=C2O)C(=O)C4=C(C3=O)C=CC=C4OC)O)OC5CC(C(C(O5)C)O)NC(=O)C(F)(F)F)O. Drug 2: CC1CCCC2(C(O2)CC(NC(=O)CC(C(C(=O)C(C1O)C)(C)C)O)C(=CC3=CSC(=N3)C)C)C. Cell line: SF-268. Synergy scores: CSS=45.9, Synergy_ZIP=-3.39, Synergy_Bliss=-8.81, Synergy_Loewe=-7.97, Synergy_HSA=-5.57. (4) Drug 1: C1CCC(CC1)NC(=O)N(CCCl)N=O. Drug 2: N.N.Cl[Pt+2]Cl. Cell line: HL-60(TB). Synergy scores: CSS=27.4, Synergy_ZIP=1.25, Synergy_Bliss=1.52, Synergy_Loewe=-9.26, Synergy_HSA=-0.428. (5) Drug 1: CCCS(=O)(=O)NC1=C(C(=C(C=C1)F)C(=O)C2=CNC3=C2C=C(C=N3)C4=CC=C(C=C4)Cl)F. Drug 2: CN1CCC(CC1)COC2=C(C=C3C(=C2)N=CN=C3NC4=C(C=C(C=C4)Br)F)OC. Cell line: SW-620. Synergy scores: CSS=-14.6, Synergy_ZIP=8.46, Synergy_Bliss=2.82, Synergy_Loewe=-18.7, Synergy_HSA=-16.1. (6) Drug 1: COC1=C(C=C2C(=C1)N=CN=C2NC3=CC(=C(C=C3)F)Cl)OCCCN4CCOCC4. Synergy scores: CSS=31.2, Synergy_ZIP=-9.40, Synergy_Bliss=-0.986, Synergy_Loewe=1.05, Synergy_HSA=2.00. Drug 2: CC(CN1CC(=O)NC(=O)C1)N2CC(=O)NC(=O)C2. Cell line: SF-295. (7) Drug 1: CN1C(=O)N2C=NC(=C2N=N1)C(=O)N. Drug 2: COCCOC1=C(C=C2C(=C1)C(=NC=N2)NC3=CC=CC(=C3)C#C)OCCOC.Cl. Cell line: SF-295. Synergy scores: CSS=0.0890, Synergy_ZIP=-1.42, Synergy_Bliss=-2.29, Synergy_Loewe=-2.45, Synergy_HSA=-1.27. (8) Synergy scores: CSS=20.5, Synergy_ZIP=-0.384, Synergy_Bliss=2.59, Synergy_Loewe=-30.5, Synergy_HSA=2.83. Cell line: ACHN. Drug 2: C1C(C(OC1N2C=NC3=C2NC=NCC3O)CO)O. Drug 1: CCC1=C2CN3C(=CC4=C(C3=O)COC(=O)C4(CC)O)C2=NC5=C1C=C(C=C5)O. (9) Drug 1: CCC1(CC2CC(C3=C(CCN(C2)C1)C4=CC=CC=C4N3)(C5=C(C=C6C(=C5)C78CCN9C7C(C=CC9)(C(C(C8N6C)(C(=O)OC)O)OC(=O)C)CC)OC)C(=O)OC)O.OS(=O)(=O)O. Drug 2: COC1=NC(=NC2=C1N=CN2C3C(C(C(O3)CO)O)O)N. Cell line: HT29. Synergy scores: CSS=-5.78, Synergy_ZIP=2.78, Synergy_Bliss=0.0693, Synergy_Loewe=-3.29, Synergy_HSA=-4.59.